Dataset: Forward reaction prediction with 1.9M reactions from USPTO patents (1976-2016). Task: Predict the product of the given reaction. The product is: [Cl:44][CH:42]([O:41][C:39](=[O:40])[O:31][CH2:30][CH2:29][O:28][CH2:27][CH2:26][O:25][CH2:24][CH2:23][O:22][CH2:21][CH2:20][O:19][P:1]([O:11][CH2:12][C:13]1[CH:18]=[CH:17][CH:16]=[CH:15][CH:14]=1)([O:3][CH2:4][C:5]1[CH:6]=[CH:7][CH:8]=[CH:9][CH:10]=1)=[O:2])[CH3:43]. Given the reactants [P:1]([O:19][CH2:20][CH2:21][O:22][CH2:23][CH2:24][O:25][CH2:26][CH2:27][O:28][CH2:29][CH2:30][OH:31])([O:11][CH2:12][C:13]1[CH:18]=[CH:17][CH:16]=[CH:15][CH:14]=1)([O:3][CH2:4][C:5]1[CH:10]=[CH:9][CH:8]=[CH:7][CH:6]=1)=[O:2].N1C=CC=CC=1.Cl[C:39]([O:41][CH:42]([Cl:44])[CH3:43])=[O:40], predict the reaction product.